This data is from Full USPTO retrosynthesis dataset with 1.9M reactions from patents (1976-2016). The task is: Predict the reactants needed to synthesize the given product. The reactants are: [C:1](Cl)(=[O:5])[CH2:2][CH:3]=C.[CH2:7]([O:9][CH:10]([O:14][CH2:15][CH3:16])[CH2:11][CH2:12][NH2:13])[CH3:8].[C:17]([O-])(O)=[O:18].[Na+]. Given the product [CH2:2]([O:3][C:17](=[O:18])[NH:13][CH2:12][CH2:11][CH:10]([O:14][CH2:15][CH3:16])[O:9][CH2:7][CH3:8])[CH:1]=[CH2:5], predict the reactants needed to synthesize it.